Task: Predict which catalyst facilitates the given reaction.. Dataset: Catalyst prediction with 721,799 reactions and 888 catalyst types from USPTO (1) Reactant: [CH3:1][N:2]([C:4](=[O:28])[C:5]([N:7]([CH3:27])[C:8]12[CH2:16][CH2:15][CH:12]([CH2:13][CH2:14]1)[CH2:11][N:10]1[C:17](=[O:26])[C:18]([OH:25])=[C:19]([C:21]([O:23]C)=O)[N:20]=[C:9]21)=[O:6])[CH3:3].[Br:29][C:30]1[C:35]([CH3:36])=[C:34]([F:37])[CH:33]=[C:32]([Br:38])[C:31]=1[CH2:39][NH2:40].CCN(CC)CC. Product: [Br:29][C:30]1[C:35]([CH3:36])=[C:34]([F:37])[CH:33]=[C:32]([Br:38])[C:31]=1[CH2:39][NH:40][C:21]([C:19]1[N:20]=[C:9]2[C:8]3([N:7]([CH3:27])[C:5](=[O:6])[C:4]([N:2]([CH3:1])[CH3:3])=[O:28])[CH2:14][CH2:13][CH:12]([CH2:15][CH2:16]3)[CH2:11][N:10]2[C:17](=[O:26])[C:18]=1[OH:25])=[O:23]. The catalyst class is: 14. (2) Reactant: [CH2:1]([S:3]([C:6]1[CH:23]=[CH:22][C:9]([O:10][CH2:11][CH2:12][C@@H:13]2[CH2:15][C@@H:14]2[CH:16]2[CH2:21][CH2:20][NH:19][CH2:18][CH2:17]2)=[CH:8][C:7]=1[F:24])(=[O:5])=[O:4])[CH3:2].C(=O)([O-])[O-].[K+].[K+].[N:31]#[C:32]Br. Product: [CH2:1]([S:3]([C:6]1[CH:23]=[CH:22][C:9]([O:10][CH2:11][CH2:12][C@@H:13]2[CH2:15][C@@H:14]2[CH:16]2[CH2:21][CH2:20][N:19]([C:32]#[N:31])[CH2:18][CH2:17]2)=[CH:8][C:7]=1[F:24])(=[O:5])=[O:4])[CH3:2]. The catalyst class is: 22.